This data is from Peptide-MHC class I binding affinity with 185,985 pairs from IEDB/IMGT. The task is: Regression. Given a peptide amino acid sequence and an MHC pseudo amino acid sequence, predict their binding affinity value. This is MHC class I binding data. The peptide sequence is KACPPGFVF. The MHC is HLA-B15:17 with pseudo-sequence HLA-B15:17. The binding affinity (normalized) is 0.541.